Dataset: Forward reaction prediction with 1.9M reactions from USPTO patents (1976-2016). Task: Predict the product of the given reaction. (1) Given the reactants [CH3:1][CH:2]1[CH2:7][CH2:6][C:5](=O)[CH2:4][CH2:3]1.Cl.[NH2:10][OH:11].C([O-])(=O)C.[Na+], predict the reaction product. The product is: [CH3:1][CH:2]1[CH2:7][CH2:6][C:5](=[N:10][OH:11])[CH2:4][CH2:3]1. (2) Given the reactants [CH3:1][N:2]1[C:6]2=[CH:7][CH:8]=[C:9]3[C:14]([N:13]=[C:12]([C:15]4[CH:21]=[CH:20][C:18]([NH2:19])=[CH:17][CH:16]=4)[N:11]=[C:10]3[N:22]3[CH2:27][CH2:26][O:25][CH2:24][CH2:23]3)=[C:5]2[CH:4]=[CH:3]1.C[CH2:29][N:30]([CH2:33]C)CC.ClC(Cl)([O:38]C(=O)OC(Cl)(Cl)Cl)Cl.CN.C1COCC1, predict the reaction product. The product is: [CH3:29][NH:30][C:33]([NH:19][C:18]1[CH:17]=[CH:16][C:15]([C:12]2[N:11]=[C:10]([N:22]3[CH2:27][CH2:26][O:25][CH2:24][CH2:23]3)[C:9]3[C:14](=[C:5]4[CH:4]=[CH:3][N:2]([CH3:1])[C:6]4=[CH:7][CH:8]=3)[N:13]=2)=[CH:21][CH:20]=1)=[O:38]. (3) Given the reactants Br[C:2]1[N:3]=[C:4]([C:9]2[N:10]([CH2:18][CH3:19])[C:11]3[CH:16]=[CH:15][N:14]=[CH:13][C:12]=3[N:17]=2)[C:5]([NH2:8])=[N:6][CH:7]=1.CC1(C)C(C)(C)OB([C:28]2[CH:29]=[C:30]([CH:32]=[CH:33][CH:34]=2)[NH2:31])O1.C([O-])([O-])=O.[Na+].[Na+].O.[NH2:43]N.[CH3:45][CH2:46][OH:47], predict the reaction product. The product is: [NH2:8][C:5]1[N:6]=[CH:7][C:2]([C:33]2[CH:32]=[C:30]([NH:31][C:46](=[O:47])[CH2:45][NH2:43])[CH:29]=[CH:28][CH:34]=2)=[N:3][C:4]=1[C:9]1[N:10]([CH2:18][CH3:19])[C:11]2[CH:16]=[CH:15][N:14]=[CH:13][C:12]=2[N:17]=1. (4) Given the reactants [CH:1]([O:4][C:5]1[CH:10]=[CH:9][C:8]([NH2:11])=[CH:7][CH:6]=1)([CH3:3])[CH3:2].C(N1[CH:23]=[CH:22][N:21]=[CH:20]1)([N:21]1[CH:22]=[CH:23]N=[CH:20]1)=O.[C:24]([O:28][C:29](N1CCC(O)CC1)=[O:30])(C)(C)[CH3:25].FC(F)(F)C(O)=O, predict the reaction product. The product is: [NH:21]1[CH2:20][CH2:25][CH:24]([O:28][C:29](=[O:30])[NH:11][C:8]2[CH:9]=[CH:10][C:5]([O:4][CH:1]([CH3:3])[CH3:2])=[CH:6][CH:7]=2)[CH2:23][CH2:22]1. (5) Given the reactants [F:1][C:2]1[CH:7]=[C:6]([F:8])[CH:5]=[CH:4][C:3]=1[C@@H:9]1[CH2:13][NH:12][CH2:11][C@H:10]1[C:14]([O:16][CH3:17])=[O:15].[Na].[O-]CCCC.Br[C:25]1[CH:26]=[N:27][CH:28]=[C:29]([F:31])[CH:30]=1.C1(P(C2C=CC=CC=2)C2C=CC3C(=CC=CC=3)C=2C2C3C(=CC=CC=3)C=CC=2P(C2C=CC=CC=2)C2C=CC=CC=2)C=CC=CC=1, predict the reaction product. The product is: [F:1][C:2]1[CH:7]=[C:6]([F:8])[CH:5]=[CH:4][C:3]=1[C@@H:9]1[CH2:13][N:12]([C:25]2[CH:26]=[N:27][CH:28]=[C:29]([F:31])[CH:30]=2)[CH2:11][C@H:10]1[C:14]([O:16][CH3:17])=[O:15]. (6) Given the reactants [F:1][C:2]([F:17])([F:16])[C:3]1[CH:7]=[C:6]([C:8]([F:11])([F:10])[F:9])[N:5]([CH2:12][C:13]([OH:15])=O)[N:4]=1.CCCP1(OP(CCC)(=O)OP(CCC)(=O)O1)=O.Cl.[CH3:37][N:38]([C@H:52]1[C:61]2[C:56](=[CH:57][CH:58]=[CH:59][CH:60]=2)[CH2:55][CH2:54][CH2:53]1)[C:39]([C:41]1[N:42]=[C:43]([CH:46]2[CH2:51][CH2:50][NH:49][CH2:48][CH2:47]2)[S:44][CH:45]=1)=[O:40].C(N(CC)CC)C, predict the reaction product. The product is: [F:16][C:2]([F:1])([F:17])[C:3]1[CH:7]=[C:6]([C:8]([F:9])([F:10])[F:11])[N:5]([CH2:12][C:13]([N:49]2[CH2:50][CH2:51][CH:46]([C:43]3[S:44][CH:45]=[C:41]([C:39]([N:38]([CH3:37])[C@H:52]4[C:61]5[C:56](=[CH:57][CH:58]=[CH:59][CH:60]=5)[CH2:55][CH2:54][CH2:53]4)=[O:40])[N:42]=3)[CH2:47][CH2:48]2)=[O:15])[N:4]=1. (7) Given the reactants Cl[C:2]1[N:7]=[C:6]([Cl:8])[N:5]=[C:4]([C:9]2[CH:14]=[C:13]([Cl:15])[CH:12]=[CH:11][C:10]=2[CH3:16])[N:3]=1.[NH2:17][C:18]1[CH:26]=[C:25]2[C:21]([CH:22]=[N:23][NH:24]2)=[CH:20][CH:19]=1.C(N(C(C)C)CC)(C)C, predict the reaction product. The product is: [Cl:8][C:6]1[N:5]=[C:4]([C:9]2[CH:14]=[C:13]([Cl:15])[CH:12]=[CH:11][C:10]=2[CH3:16])[N:3]=[C:2]([NH:17][C:18]2[CH:26]=[C:25]3[C:21]([CH:22]=[N:23][NH:24]3)=[CH:20][CH:19]=2)[N:7]=1.